This data is from Catalyst prediction with 721,799 reactions and 888 catalyst types from USPTO. The task is: Predict which catalyst facilitates the given reaction. Product: [CH:1]1([C:10]2[C:18]3[C:13](=[N:14][CH:15]=[C:16]([C:19]4[CH:24]=[CH:23][C:22]([NH:25][C:26]([N:28]5[CH2:29][CH2:30][O:31][CH2:32][CH2:33]5)=[O:27])=[C:21]([C:34](=[O:38])[N:35]([CH3:36])[CH3:37])[CH:20]=4)[CH:17]=3)[NH:12][CH:11]=2)[C:9]2[C:4](=[CH:5][CH:6]=[CH:7][CH:8]=2)[CH2:3][O:2]1. Reactant: [CH:1]1([C:10]2[C:18]3[C:13](=[N:14][CH:15]=[C:16]([C:19]4[CH:24]=[CH:23][C:22]([NH:25][C:26]([N:28]5[CH2:33][CH2:32][O:31][CH2:30][CH2:29]5)=[O:27])=[C:21]([C:34](=[O:38])[N:35]([CH3:37])[CH3:36])[CH:20]=4)[CH:17]=3)[N:12](COC(=O)C(C)(C)C)[CH:11]=2)[C:9]2[C:4](=[CH:5][CH:6]=[CH:7][CH:8]=2)[CH2:3][O:2]1.[OH-].[Na+]. The catalyst class is: 83.